Dataset: Serine/threonine kinase 33 screen with 319,792 compounds. Task: Binary Classification. Given a drug SMILES string, predict its activity (active/inactive) in a high-throughput screening assay against a specified biological target. The drug is O=C(NC1CCCCCCC1)c1cc(OCC)c(OCC)c(OCC)c1. The result is 0 (inactive).